Task: Predict the reactants needed to synthesize the given product.. Dataset: Full USPTO retrosynthesis dataset with 1.9M reactions from patents (1976-2016) Given the product [Cl:21][C:13]1[CH:12]=[C:11]([CH:4]([CH2:5][CH:6]2[CH2:10][CH2:9][O:8][CH2:7]2)[C:3]([OH:22])=[O:2])[CH:16]=[CH:15][C:14]=1[S:17]([CH3:20])(=[O:19])=[O:18], predict the reactants needed to synthesize it. The reactants are: C[O:2][C:3](=[O:22])[CH:4]([C:11]1[CH:16]=[CH:15][C:14]([S:17]([CH3:20])(=[O:19])=[O:18])=[C:13]([Cl:21])[CH:12]=1)[CH2:5][CH:6]1[CH2:10][CH2:9][O:8][CH2:7]1.[OH-].[K+].